The task is: Predict the product of the given reaction.. This data is from Forward reaction prediction with 1.9M reactions from USPTO patents (1976-2016). Given the reactants [Cl:1][C:2]1[CH:10]=[CH:9][C:8]([Cl:11])=[CH:7][C:3]=1[C:4]([OH:6])=O.[Cl:12][C:13]1[C:18]2[N:19]=[C:20]([CH3:22])[S:21][C:17]=2[CH:16]=[CH:15][C:14]=1[NH2:23].C(N(CC)CC)C, predict the reaction product. The product is: [Cl:1][C:2]1[CH:10]=[CH:9][C:8]([Cl:11])=[CH:7][C:3]=1[C:4]([NH:23][C:14]1[CH:15]=[CH:16][C:17]2[S:21][C:20]([CH3:22])=[N:19][C:18]=2[C:13]=1[Cl:12])=[O:6].